From a dataset of Forward reaction prediction with 1.9M reactions from USPTO patents (1976-2016). Predict the product of the given reaction. (1) Given the reactants [OH:1][C:2]1[CH:12]=[CH:11][C:5]([C:6]([O:8][CH2:9][CH3:10])=[O:7])=[CH:4][C:3]=1[N+:13]([O-:15])=[O:14].[C:16]([NH:23][CH2:24][CH2:25][CH2:26]Br)([O:18][C:19]([CH3:22])([CH3:21])[CH3:20])=[O:17].C(=O)([O-])[O-].[K+].[K+].CN(C=O)C, predict the reaction product. The product is: [CH2:9]([O:8][C:6](=[O:7])[C:5]1[CH:11]=[CH:12][C:2]([O:1][CH2:26][CH2:25][CH2:24][NH:23][C:16]([O:18][C:19]([CH3:20])([CH3:22])[CH3:21])=[O:17])=[C:3]([N+:13]([O-:15])=[O:14])[CH:4]=1)[CH3:10]. (2) Given the reactants [F:1][C:2]([F:11])([F:10])[C:3]1[CH:4]=[C:5]([CH:7]=[CH:8][CH:9]=1)[NH2:6].C(N(CC)CC)C.[Cl-].ClC1N(C)CC[NH+]1C.[CH3:28][O:29][C:30]1[C:31](=[O:54])[C:32]([CH3:53])=[C:33]([CH2:39][C:40]2[CH:41]=[CH:42][C:43]([O:49][C:50](=[O:52])[CH3:51])=[C:44]([CH:48]=2)[C:45](O)=[O:46])[C:34](=[O:38])[C:35]=1[O:36][CH3:37], predict the reaction product. The product is: [CH3:28][O:29][C:30]1[C:31](=[O:54])[C:32]([CH3:53])=[C:33]([CH2:39][C:40]2[CH:41]=[CH:42][C:43]([O:49][C:50](=[O:52])[CH3:51])=[C:44]([CH:48]=2)[C:45]([NH:6][C:5]2[CH:7]=[CH:8][CH:9]=[C:3]([C:2]([F:10])([F:11])[F:1])[CH:4]=2)=[O:46])[C:34](=[O:38])[C:35]=1[O:36][CH3:37]. (3) Given the reactants [Li]N1C(C)(C)CCCC1(C)C.[Li]CCCC.[CH2:17]([O:19][C:20]1[CH:25]=[CH:24][C:23]([C:26]2[Te:27][CH:28]=[CH:29][CH:30]=2)=[C:22]([F:31])[C:21]=1[F:32])[CH3:18].[CH:33](N1CCOCC1)=[O:34].Cl, predict the reaction product. The product is: [CH2:17]([O:19][C:20]1[CH:25]=[CH:24][C:23]([C:26]2[Te:27][C:28]([CH:33]=[O:34])=[CH:29][CH:30]=2)=[C:22]([F:31])[C:21]=1[F:32])[CH3:18]. (4) The product is: [Cl:41][C:25]1[CH:26]=[CH:27][C:28]([C:30](=[O:40])[NH:31][CH2:32][C:33]2[CH:38]=[CH:37][CH:36]=[C:35]([F:39])[CH:34]=2)=[CH:29][C:24]=1[NH:23][C:21]([C:20]1[C:19](=[O:18])[NH:1][C:2]2[N:3]=[C:4]([N:10]3[CH2:15][CH2:14][N:13]([CH3:16])[CH2:12][CH2:11]3)[N:5]=[CH:6][C:7]=2[CH:8]=1)=[O:22]. Given the reactants [NH2:1][C:2]1[C:7]([CH:8]=O)=[CH:6][N:5]=[C:4]([N:10]2[CH2:15][CH2:14][N:13]([CH3:16])[CH2:12][CH2:11]2)[N:3]=1.C[O:18][C:19](=O)[CH2:20][C:21]([NH:23][C:24]1[CH:29]=[C:28]([C:30](=[O:40])[NH:31][CH2:32][C:33]2[CH:38]=[CH:37][CH:36]=[C:35]([F:39])[CH:34]=2)[CH:27]=[CH:26][C:25]=1[Cl:41])=[O:22].N1CCCCC1, predict the reaction product. (5) Given the reactants [N+:1]([C:4]1[CH:9]=[CH:8][C:7]([OH:10])=[CH:6][CH:5]=1)([O-:3])=[O:2].Cl.[CH3:12][N:13]([CH3:17])[CH2:14][CH2:15]Cl.C(=O)([O-])[O-].[K+].[K+], predict the reaction product. The product is: [CH3:12][N:13]([CH3:17])[CH2:14][CH2:15][O:10][C:7]1[CH:8]=[CH:9][C:4]([N+:1]([O-:3])=[O:2])=[CH:5][CH:6]=1. (6) Given the reactants Br[CH2:2][C:3]([NH:5][C:6]1[CH:11]=[C:10]([C:12]#[N:13])[CH:9]=[C:8]([N+:14]([O-:16])=[O:15])[C:7]=1[Cl:17])=[O:4].[NH2:18][CH2:19][CH2:20][OH:21].C(=O)([O-])[O-].[Cs+].[Cs+], predict the reaction product. The product is: [Cl:17][C:7]1[C:8]([N+:14]([O-:16])=[O:15])=[CH:9][C:10]([C:12]#[N:13])=[CH:11][C:6]=1[NH:5][C:3](=[O:4])[CH2:2][NH:18][CH2:19][CH2:20][OH:21]. (7) Given the reactants [NH2:1][C:2]1[CH:3]=[C:4]([CH:8]=[CH:9][C:10]=1[NH2:11])[C:5]([OH:7])=[O:6].Cl.[CH:13](O)=O, predict the reaction product. The product is: [NH:1]1[C:2]2[CH:3]=[C:4]([C:5]([OH:7])=[O:6])[CH:8]=[CH:9][C:10]=2[N:11]=[CH:13]1.